From a dataset of Catalyst prediction with 721,799 reactions and 888 catalyst types from USPTO. Predict which catalyst facilitates the given reaction. (1) Reactant: [F:1][C:2]1[CH:10]=[CH:9][C:5]([C:6](O)=[O:7])=[CH:4][CH:3]=1.C(N1C=CN=C1)(N1C=CN=C1)=O.[NH2:23][C:24]1[CH:25]=[C:26]([CH:30]2[C:39]([CH3:41])([CH3:40])[CH2:38][C:37]3[C:32](=[CH:33][CH:34]=[C:35]([C:42]([OH:44])=[O:43])[CH:36]=3)[NH:31]2)[CH:27]=[CH:28][CH:29]=1. Product: [F:1][C:2]1[CH:10]=[CH:9][C:5]([C:6]([NH:23][C:24]2[CH:25]=[C:26]([CH:30]3[C:39]([CH3:40])([CH3:41])[CH2:38][C:37]4[C:32](=[CH:33][CH:34]=[C:35]([C:42]([OH:44])=[O:43])[CH:36]=4)[NH:31]3)[CH:27]=[CH:28][CH:29]=2)=[O:7])=[CH:4][CH:3]=1. The catalyst class is: 9. (2) Reactant: [CH3:1][O:2][C:3](=[O:11])[C:4]1[CH:9]=[CH:8][C:7]([OH:10])=[CH:6][CH:5]=1.[Na+].[I-].C([O-])([O-])=O.[K+].[K+].Br[CH2:21][CH:22]1[CH2:24][CH2:23]1. Product: [CH3:1][O:2][C:3](=[O:11])[C:4]1[CH:9]=[CH:8][C:7]([O:10][CH2:21][CH:22]2[CH2:24][CH2:23]2)=[CH:6][CH:5]=1. The catalyst class is: 21. (3) The catalyst class is: 9. Product: [Cl:1][C:2]1[C:3]([C:8]2[CH:9]=[C:10]3[C:14](=[C:15]([O:17][CH2:18][CH2:19][C:20]4[CH:25]=[CH:24][CH:23]=[CH:22][N:21]=4)[CH:16]=2)[NH:13][N:12]=[C:11]3[N:26]2[C:30](=[O:31])[C:29]3[C:28](=[CH:36][CH:35]=[CH:34][CH:33]=3)[C:27]2=[O:37])=[N:4][CH:5]=[CH:6][CH:7]=1. Reactant: [Cl:1][C:2]1[C:3]([C:8]2[CH:9]=[C:10]3[C:14](=[C:15]([O:17][CH2:18][CH2:19][C:20]4[CH:25]=[CH:24][CH:23]=[CH:22][N:21]=4)[CH:16]=2)[NH:13][N:12]=[C:11]3[NH2:26])=[N:4][CH:5]=[CH:6][CH:7]=1.[C:27](O)(=[O:37])[C:28]1[C:29](=[CH:33][CH:34]=[CH:35][CH:36]=1)[C:30](O)=[O:31].N1(O)C2C=CC=CC=2N=N1.Cl.CN(C)CCCN=C=NCC.C(=O)([O-])O.[Na+]. (4) Reactant: [CH3:1][O:2][C:3]1[CH:8]=[CH:7][CH:6]=[CH:5][C:4]=1[C:9]1[C:17]2[C:12](=[N:13][CH:14]=[C:15](B3OC(C)(C)C(C)(C)O3)[CH:16]=2)[N:11]([CH2:27][O:28][CH2:29][CH2:30][Si:31]([CH3:34])([CH3:33])[CH3:32])[N:10]=1.Br[C:36]1[CH:37]=[CH:38][C:39]([OH:50])=[C:40]([C:42]([N:44]2[CH2:49][CH2:48][O:47][CH2:46][CH2:45]2)=[O:43])[CH:41]=1.C(=O)([O-])[O-].[Na+].[Na+].C(=O)(O)[O-].[Na+]. Product: [OH:50][C:39]1[CH:38]=[CH:37][C:36]([C:15]2[CH:16]=[C:17]3[C:9]([C:4]4[CH:5]=[CH:6][CH:7]=[CH:8][C:3]=4[O:2][CH3:1])=[N:10][N:11]([CH2:27][O:28][CH2:29][CH2:30][Si:31]([CH3:33])([CH3:34])[CH3:32])[C:12]3=[N:13][CH:14]=2)=[CH:41][C:40]=1[C:42]([N:44]1[CH2:45][CH2:46][O:47][CH2:48][CH2:49]1)=[O:43]. The catalyst class is: 245. (5) Reactant: [CH2:1]([O:8][N:9]1[C:14]2[N:15]=[CH:16][N:17]=[C:18]([CH3:19])[C:13]=2[C:12]([NH:20][CH2:21][C:22]2[CH:23]=[CH:24][C:25]([NH:28]C(=O)OC(C)(C)C)=[N:26][CH:27]=2)=[CH:11][C:10]1=[O:36])[C:2]1[CH:7]=[CH:6][CH:5]=[CH:4][CH:3]=1.C(Cl)Cl.FC(F)(F)C(O)=O.[OH-].[Na+]. Product: [NH2:28][C:25]1[N:26]=[CH:27][C:22]([CH2:21][NH:20][C:12]2[C:13]3[C:18]([CH3:19])=[N:17][CH:16]=[N:15][C:14]=3[N:9]([O:8][CH2:1][C:2]3[CH:3]=[CH:4][CH:5]=[CH:6][CH:7]=3)[C:10](=[O:36])[CH:11]=2)=[CH:23][CH:24]=1. The catalyst class is: 22.